From a dataset of Reaction yield outcomes from USPTO patents with 853,638 reactions. Predict the reaction yield, written as a fraction of the theoretical maximum amount of product (1.0 means a 100% yield; for example, 0.34 means a 34% yield). The reactants are Cl[C:2]1[CH:7]=[C:6]([C:8]2[CH:9]=[N:10][C:11]([C:14]([F:17])([F:16])[F:15])=[N:12][CH:13]=2)[C:5]([O:18][CH:19]([F:21])[F:20])=[CH:4][N:3]=1.[Zn](C)[CH3:23]. The catalyst is O1CCOCC1.C1C=CC(P(C2C=CC=CC=2)[C-]2C=CC=C2)=CC=1.C1C=CC(P(C2C=CC=CC=2)[C-]2C=CC=C2)=CC=1.Cl[Pd]Cl.[Fe+2]. The product is [F:20][CH:19]([F:21])[O:18][C:5]1[C:6]([C:8]2[CH:9]=[N:10][C:11]([C:14]([F:17])([F:16])[F:15])=[N:12][CH:13]=2)=[CH:7][C:2]([CH3:23])=[N:3][CH:4]=1. The yield is 0.800.